This data is from Peptide-MHC class I binding affinity with 185,985 pairs from IEDB/IMGT. The task is: Regression. Given a peptide amino acid sequence and an MHC pseudo amino acid sequence, predict their binding affinity value. This is MHC class I binding data. (1) The MHC is HLA-B07:02 with pseudo-sequence HLA-B07:02. The binding affinity (normalized) is 0.213. The peptide sequence is THEGVVCAL. (2) The peptide sequence is LVSDYCNVLNKEFT. The MHC is HLA-B53:01 with pseudo-sequence HLA-B53:01. The binding affinity (normalized) is 0.251. (3) The MHC is HLA-A02:02 with pseudo-sequence HLA-A02:02. The peptide sequence is LALWDSNFFT. The binding affinity (normalized) is 0.140. (4) The peptide sequence is TMEIEDQEYH. The MHC is HLA-A68:01 with pseudo-sequence HLA-A68:01. The binding affinity (normalized) is 0.163. (5) The peptide sequence is FTNAALRNL. The MHC is Mamu-A01 with pseudo-sequence Mamu-A01. The binding affinity (normalized) is 0.365. (6) The peptide sequence is GIDPNLRTGV. The MHC is HLA-A02:01 with pseudo-sequence HLA-A02:01. The binding affinity (normalized) is 0.388. (7) The peptide sequence is LSRAYQILQ. The MHC is Mamu-A01 with pseudo-sequence Mamu-A01. The binding affinity (normalized) is 0.291.